This data is from Catalyst prediction with 721,799 reactions and 888 catalyst types from USPTO. The task is: Predict which catalyst facilitates the given reaction. (1) Reactant: CS(Cl)(=O)=O.[CH3:6][C:7]1[CH:8]=[C:9]([NH:13][C:14]2[S:15][C:16]([CH2:25]O)=[C:17]([C:19]3[CH:24]=[CH:23][N:22]=[CH:21][CH:20]=3)[N:18]=2)[CH:10]=[CH:11][CH:12]=1.CCN(C(C)C)C(C)C.[NH:36]1[CH2:41][CH2:40][CH2:39][CH2:38][CH2:37]1. Product: [CH3:6][C:7]1[CH:8]=[C:9]([NH:13][C:14]2[S:15][C:16]([CH2:25][N:36]3[CH2:41][CH2:40][CH2:39][CH2:38][CH2:37]3)=[C:17]([C:19]3[CH:24]=[CH:23][N:22]=[CH:21][CH:20]=3)[N:18]=2)[CH:10]=[CH:11][CH:12]=1. The catalyst class is: 2. (2) Reactant: [NH:1]([C:37]([O:39][C:40]([CH3:43])([CH3:42])[CH3:41])=[O:38])[C@@H:2]([C:12]([NH:14][C@H:15]([C:20]([N:22]1[CH2:36][CH2:35][CH2:34][C@@H:23]1[C:24]([O:26]CC1C=CC=CC=1)=[O:25])=[O:21])[C@H:16]([CH2:18][CH3:19])[CH3:17])=[O:13])[CH2:3][C:4]1[CH:9]=[CH:8][C:7]([O:10][CH3:11])=[CH:6][CH:5]=1. Product: [NH:1]([C:37]([O:39][C:40]([CH3:42])([CH3:41])[CH3:43])=[O:38])[C@@H:2]([C:12]([NH:14][C@H:15]([C:20]([N:22]1[CH2:36][CH2:35][CH2:34][C@@H:23]1[C:24]([OH:26])=[O:25])=[O:21])[C@H:16]([CH2:18][CH3:19])[CH3:17])=[O:13])[CH2:3][C:4]1[CH:9]=[CH:8][C:7]([O:10][CH3:11])=[CH:6][CH:5]=1. The catalyst class is: 19. (3) Reactant: [F:1][CH2:2][C:3](Cl)=[O:4].[Cl:6][C:7]1[CH:13]=[CH:12][C:11]([O:14][CH3:15])=[CH:10][C:8]=1[NH2:9].C(N(CC)CC)C.O. Product: [Cl:6][C:7]1[CH:13]=[CH:12][C:11]([O:14][CH3:15])=[CH:10][C:8]=1[NH:9][C:3](=[O:4])[CH2:2][F:1]. The catalyst class is: 4. (4) Reactant: [NH2:1][C:2]1[CH:7]=[C:6]([O:8][C:9]2[CH:14]=[CH:13][C:12]([N+:15]([O-:17])=[O:16])=[CH:11][C:10]=2[F:18])[CH:5]=[CH:4][N:3]=1.C(N(CC)CC)C.Cl[C:27]([O:29][C:30]1[CH:35]=[CH:34][CH:33]=[CH:32][CH:31]=1)=[O:28]. Product: [F:18][C:10]1[CH:11]=[C:12]([N+:15]([O-:17])=[O:16])[CH:13]=[CH:14][C:9]=1[O:8][C:6]1[CH:5]=[CH:4][N:3]=[C:2]([NH:1][C:27]([O:29][C:30]2[CH:35]=[CH:34][CH:33]=[CH:32][CH:31]=2)=[O:28])[CH:7]=1. The catalyst class is: 7. (5) Reactant: [O:1]=[S:2]1(=[O:25])[C:7]2[CH:8]=[C:9]([O:12][C:13]3[CH:18]=[CH:17][C:16]([CH2:19][C:20]#[N:21])=[CH:15][CH:14]=3)[CH:10]=[CH:11][C:6]=2[N:5]2[CH2:22][CH2:23][CH2:24][CH:4]2[NH:3]1.[N-:26]=[N+:27]=[N-:28].[Na+].[NH4+].[Cl-].Cl. Product: [NH:26]1[C:20]([CH2:19][C:16]2[CH:17]=[CH:18][C:13]([O:12][C:9]3[CH:10]=[CH:11][C:6]4[N:5]5[CH2:22][CH2:23][CH2:24][CH:4]5[NH:3][S:2](=[O:1])(=[O:25])[C:7]=4[CH:8]=3)=[CH:14][CH:15]=2)=[N:21][N:28]=[N:27]1. The catalyst class is: 3. (6) Reactant: [CH3:1][N:2]([CH3:6])[CH2:3][CH2:4][OH:5].[F:7][C:8]1[CH:9]=[C:10]([B:15]([CH:17]([O:24][CH:25]([B:32]([C:34]2[CH:39]=[CH:38][C:37]([F:40])=[C:36]([F:41])[CH:35]=2)[OH:33])[C:26]2[CH:31]=[CH:30][CH:29]=[CH:28][CH:27]=2)[C:18]2[CH:23]=[CH:22][CH:21]=[CH:20][CH:19]=2)O)[CH:11]=[CH:12][C:13]=1[F:14]. Product: [F:7][C:8]1[CH:9]=[C:10]([B:15]([CH:17]([O:24][CH:25]([B:32]([C:34]2[CH:39]=[CH:38][C:37]([F:40])=[C:36]([F:41])[CH:35]=2)[O:33][CH2:4][CH2:3][N:2]([CH3:6])[CH3:1])[C:26]2[CH:31]=[CH:30][CH:29]=[CH:28][CH:27]=2)[C:18]2[CH:19]=[CH:20][CH:21]=[CH:22][CH:23]=2)[O:5][CH2:4][CH2:3][N:2]([CH3:6])[CH3:1])[CH:11]=[CH:12][C:13]=1[F:14]. The catalyst class is: 8. (7) Reactant: [C:1]([O:5][C:6](=[O:36])[NH:7][C@@H:8]([CH2:21][C:22]1[CH:27]=[CH:26][CH:25]=[C:24]([O:28]CC2C=CC=CC=2)[CH:23]=1)[C@@H:9]([OH:20])[CH2:10][C@H:11]([C:13](=[O:19])[NH:14][CH2:15][CH2:16][CH2:17][CH3:18])[CH3:12])([CH3:4])([CH3:3])[CH3:2]. Product: [C:1]([O:5][C:6](=[O:36])[NH:7][C@@H:8]([CH2:21][C:22]1[CH:27]=[CH:26][CH:25]=[C:24]([OH:28])[CH:23]=1)[C@@H:9]([OH:20])[CH2:10][C@H:11]([C:13](=[O:19])[NH:14][CH2:15][CH2:16][CH2:17][CH3:18])[CH3:12])([CH3:3])([CH3:4])[CH3:2]. The catalyst class is: 45. (8) Product: [Br:20][C:21]1[CH:22]=[CH:23][C:24]([S:27]([NH:11][C:4]2[C:5]3[C:10](=[CH:9][CH:8]=[CH:7][CH:6]=3)[N:1]=[CH:2][CH:3]=2)(=[O:29])=[O:28])=[C:18]([CH3:19])[CH:26]=1. The catalyst class is: 2. Reactant: [N:1]1[C:10]2[C:5](=[CH:6][CH:7]=[CH:8][CH:9]=2)[C:4]([NH:11]C)=[CH:3][CH:2]=1.C(N([CH2:18][CH3:19])CC)C.[Br:20][C:21]1[CH:26]=C[C:24]([S:27](Cl)(=[O:29])=[O:28])=[CH:23][CH:22]=1.O. (9) Reactant: Cl[C:2]1[CH:15]=[CH:14][C:13]2[C:12](=[O:16])[C:11]3[C:6](=[CH:7][CH:8]=[CH:9][CH:10]=3)[C:5](=[O:17])[C:4]=2[CH:3]=1.[CH3:18][O-:19].[Na+]. Product: [CH3:18][O:19][C:2]1[CH:15]=[CH:14][C:13]2[C:12](=[O:16])[C:11]3[C:6](=[CH:7][CH:8]=[CH:9][CH:10]=3)[C:5](=[O:17])[C:4]=2[CH:3]=1. The catalyst class is: 405. (10) Reactant: [CH2:1]([O:3][C:4](=[O:27])[C:5]1[CH:10]=[C:9]([Cl:11])[C:8]([N:12]2[CH2:17][CH2:16][CH:15]([C:18]([O:20]C(C)(C)C)=[O:19])[CH2:14][CH2:13]2)=[N:7][C:6]=1[S:25][CH3:26])[CH3:2]. Product: [Cl:11][C:9]1[C:8]([N:12]2[CH2:13][CH2:14][CH:15]([C:18]([OH:20])=[O:19])[CH2:16][CH2:17]2)=[N:7][C:6]([S:25][CH3:26])=[C:5]([C:4]([O:3][CH2:1][CH3:2])=[O:27])[CH:10]=1. The catalyst class is: 137.